Task: Regression/Classification. Given a drug SMILES string, predict its absorption, distribution, metabolism, or excretion properties. Task type varies by dataset: regression for continuous measurements (e.g., permeability, clearance, half-life) or binary classification for categorical outcomes (e.g., BBB penetration, CYP inhibition). Dataset: cyp3a4_veith.. Dataset: CYP3A4 inhibition data for predicting drug metabolism from PubChem BioAssay (1) The molecule is Cc1nn(CC(=O)N2CCOCC2)c(C)c1[N+](=O)[O-]. The result is 0 (non-inhibitor). (2) The compound is CN(C(=O)Cc1ccc(Cl)c(Cl)c1)[C@@H]1CC[C@@]2(CCCO2)C[C@H]1N1CCCC1.CS(=O)(=O)O. The result is 1 (inhibitor). (3) The compound is O=C1CC(=O)C(n2cncn2)C(c2cccc(Cl)c2)C1. The result is 1 (inhibitor). (4) The molecule is Cc1cc(C)c[n+](CC(=O)c2cc3ccccc3oc2=O)c1.[Br-]. The result is 0 (non-inhibitor). (5) The result is 1 (inhibitor). The molecule is c1ccc2c(c1)-c1nc3ccccc3cc1[C@H]2N1CCOCC1. (6) The molecule is CCOC(=O)Nc1ccc(C(=O)Oc2ccccc2)c(O)c1. The result is 0 (non-inhibitor). (7) The drug is Cc1ccc(OCC(=O)NC2=NCCS2)cc1. The result is 0 (non-inhibitor).